From a dataset of Full USPTO retrosynthesis dataset with 1.9M reactions from patents (1976-2016). Predict the reactants needed to synthesize the given product. (1) Given the product [C:16]1([C:15]2[NH:22][C:2]([CH3:13])=[C:3]([C:5]3[CH:10]=[CH:9][C:8]([Cl:11])=[C:7]([Cl:12])[CH:6]=3)[N:23]=2)[CH:21]=[CH:20][CH:19]=[CH:18][CH:17]=1, predict the reactants needed to synthesize it. The reactants are: Br[CH:2]([CH3:13])[C:3]([C:5]1[CH:10]=[CH:9][C:8]([Cl:11])=[C:7]([Cl:12])[CH:6]=1)=O.Cl.[C:15]([NH2:23])(=[NH:22])[C:16]1[CH:21]=[CH:20][CH:19]=[CH:18][CH:17]=1.C(=O)(O)[O-].[K+]. (2) Given the product [Br:8][C:6]1[CH:5]=[C:4]([F:9])[C:3]2[O:10][CH2:12][C:13](=[O:14])[NH:1][C:2]=2[CH:7]=1, predict the reactants needed to synthesize it. The reactants are: [NH2:1][C:2]1[CH:7]=[C:6]([Br:8])[CH:5]=[C:4]([F:9])[C:3]=1[OH:10].Cl[CH2:12][C:13](Cl)=[O:14].C([O-])([O-])=O.[K+].[K+]. (3) Given the product [Cl:3][C:4]1[CH:5]=[C:6]([CH:10]2[C:19]3[C:14](=[CH:15][CH:16]=[C:17]([C:20]([C:28]4[CH:33]=[CH:32][C:31]([I:34])=[CH:30][CH:29]=4)([C:22]4[N:26]([CH3:27])[CH:25]=[N:24][N:23]=4)[OH:21])[CH:18]=3)[N:13]3[N:35]=[N:36][N:37]=[C:12]3[NH:11]2)[CH:7]=[CH:8][CH:9]=1, predict the reactants needed to synthesize it. The reactants are: [BH4-].[Na+].[Cl:3][C:4]1[CH:5]=[C:6]([C:10]2[C:19]3[C:14](=[CH:15][CH:16]=[C:17]([C:20]([C:28]4[CH:33]=[CH:32][C:31]([I:34])=[CH:30][CH:29]=4)([C:22]4[N:26]([CH3:27])[CH:25]=[N:24][N:23]=4)[OH:21])[CH:18]=3)[N:13]3[N:35]=[N:36][N:37]=[C:12]3[N:11]=2)[CH:7]=[CH:8][CH:9]=1.C(Cl)Cl. (4) Given the product [CH2:3]([CH:4]1[C:8](=[O:9])[CH2:7][CH:6]([NH:11][C:10](=[O:20])[O:12][CH2:13][C:14]2[CH:15]=[CH:16][CH:17]=[CH:18][CH:19]=2)[CH2:5]1)[CH:2]=[CH2:1], predict the reactants needed to synthesize it. The reactants are: [CH2:1]=[CH:2][CH2:3][CH:4]1[C:8](=[O:9])[CH:7]=[CH:6][CH2:5]1.[C:10](=[O:20])([O:12][CH2:13][C:14]1[CH:19]=[CH:18][CH:17]=[CH:16][CH:15]=1)[NH2:11].O.O.O.O.O.[N+]([O-])([O-])=O.[N+]([O-])([O-])=O.[N+]([O-])([O-])=O.[Bi+3].O. (5) Given the product [S:20]1[CH:24]=[CH:23][N:22]=[C:21]1[CH2:25][NH:26][C:17]([C:15]1[CH:16]=[C:11]([C:5]2[CH:4]=[C:3]([CH2:1][CH3:2])[C:8](=[O:9])[NH:7][C:6]=2[CH3:10])[CH:12]=[N:13][CH:14]=1)=[O:19], predict the reactants needed to synthesize it. The reactants are: [CH2:1]([C:3]1[C:8](=[O:9])[NH:7][C:6]([CH3:10])=[C:5]([C:11]2[CH:12]=[N:13][CH:14]=[C:15]([C:17]([OH:19])=O)[CH:16]=2)[CH:4]=1)[CH3:2].[S:20]1[CH:24]=[CH:23][N:22]=[C:21]1[CH2:25][NH2:26].